This data is from Full USPTO retrosynthesis dataset with 1.9M reactions from patents (1976-2016). The task is: Predict the reactants needed to synthesize the given product. (1) Given the product [ClH:44].[NH2:7][C@H:8]([CH2:33][C:34]1[CH:39]=[C:38]([F:40])[C:37]([F:41])=[CH:36][C:35]=1[F:42])[CH2:9][C:10]([N:12]1[CH2:17][CH2:16][N:15]2[C:18]([C:29]([F:30])([F:32])[F:31])=[N:19][C:20]([C:21]([N:23]3[CH2:28][CH2:27][O:26][CH2:25][CH2:24]3)=[O:22])=[C:14]2[CH2:13]1)=[O:11], predict the reactants needed to synthesize it. The reactants are: C(OC(=O)[NH:7][C@H:8]([CH2:33][C:34]1[CH:39]=[C:38]([F:40])[C:37]([F:41])=[CH:36][C:35]=1[F:42])[CH2:9][C:10]([N:12]1[CH2:17][CH2:16][N:15]2[C:18]([C:29]([F:32])([F:31])[F:30])=[N:19][C:20]([C:21]([N:23]3[CH2:28][CH2:27][O:26][CH2:25][CH2:24]3)=[O:22])=[C:14]2[CH2:13]1)=[O:11])(C)(C)C.[ClH:44]. (2) Given the product [ClH:37].[F:27][C:25]([F:26])([F:28])[C:17]1[CH:16]=[C:15]([CH:20]=[C:19]([C:21]([F:23])([F:24])[F:22])[CH:18]=1)[C:14]([N:11]1[CH2:12][CH2:13][NH:8][CH2:9][C@H:10]1[CH2:30][C:31]1[CH:36]=[CH:35][C:34]([Cl:37])=[C:33]([O:38][CH3:39])[CH:32]=1)=[O:29], predict the reactants needed to synthesize it. The reactants are: C([N:8]1[CH2:13][CH2:12][N:11]([C:14](=[O:29])[C:15]2[CH:20]=[C:19]([C:21]([F:24])([F:23])[F:22])[CH:18]=[C:17]([C:25]([F:28])([F:27])[F:26])[CH:16]=2)[C@H:10]([CH2:30][C:31]2[CH:36]=[CH:35][C:34]([Cl:37])=[C:33]([O:38][CH3:39])[CH:32]=2)[CH2:9]1)C1C=CC=CC=1.ClC(OC(Cl)C)=O. (3) Given the product [Cl:8][C:9]1[CH:10]=[C:11]([CH:30]=[CH:31][C:32]=1[F:33])[NH:12][C:13]1[C:22]2[C:17](=[CH:18][C:19]([O:29][CH2:37][CH2:36][O:35][CH3:34])=[CH:20][C:21]=2[O:23][CH:24]2[CH2:28][CH2:27][CH2:26][CH2:25]2)[N:16]=[CH:15][N:14]=1, predict the reactants needed to synthesize it. The reactants are: FC(F)(F)C(O)=O.[Cl:8][C:9]1[CH:10]=[C:11]([CH:30]=[CH:31][C:32]=1[F:33])[NH:12][C:13]1[C:22]2[C:17](=[CH:18][C:19]([OH:29])=[CH:20][C:21]=2[O:23][CH:24]2[CH2:28][CH2:27][CH2:26][CH2:25]2)[N:16]=[CH:15][N:14]=1.[CH3:34][O:35][CH2:36][CH2:37]Br.